Dataset: Forward reaction prediction with 1.9M reactions from USPTO patents (1976-2016). Task: Predict the product of the given reaction. (1) Given the reactants Br[C:2]1[N:6]=[C:5]([NH:7][C:8](=[O:14])[O:9][C:10]([CH3:13])([CH3:12])[CH3:11])[S:4][N:3]=1.[NH:15]1[C:23]2[C:18](=[CH:19][C:20](B(O)O)=[CH:21][CH:22]=2)[CH:17]=[CH:16]1.C([O-])([O-])=O.[K+].[K+], predict the reaction product. The product is: [NH:15]1[C:23]2[C:18](=[CH:19][C:20]([C:2]3[N:6]=[C:5]([NH:7][C:8](=[O:14])[O:9][C:10]([CH3:13])([CH3:12])[CH3:11])[S:4][N:3]=3)=[CH:21][CH:22]=2)[CH:17]=[CH:16]1. (2) Given the reactants [CH3:1][O:2][C:3](=[O:42])[C:4]1[CH:9]=[CH:8][C:7]([NH:10][C:11]([C@H:13]2[C@H:17]([C:18]3[CH:23]=[CH:22][CH:21]=[C:20]([Cl:24])[C:19]=3[F:25])[C@:16]([C:28]3[CH:33]=[CH:32][C:31]([Cl:34])=[CH:30][C:29]=3[F:35])([C:26]#[N:27])[C@H:15]([CH2:36][C:37]([CH3:40])([CH3:39])[CH3:38])[NH:14]2)=[O:12])=[CH:6][C:5]=1[F:41].C=O.[C:45](O[BH-](OC(=O)C)OC(=O)C)(=O)C.[Na+], predict the reaction product. The product is: [CH3:1][O:2][C:3](=[O:42])[C:4]1[CH:9]=[CH:8][C:7]([NH:10][C:11]([C@H:13]2[C@H:17]([C:18]3[CH:23]=[CH:22][CH:21]=[C:20]([Cl:24])[C:19]=3[F:25])[C@:16]([C:28]3[CH:33]=[CH:32][C:31]([Cl:34])=[CH:30][C:29]=3[F:35])([C:26]#[N:27])[C@H:15]([CH2:36][C:37]([CH3:38])([CH3:39])[CH3:40])[N:14]2[CH3:45])=[O:12])=[CH:6][C:5]=1[F:41]. (3) Given the reactants Br[CH2:2][C:3]1[C:12]([Cl:13])=[N:11][CH:10]=[CH:9][C:4]=1[C:5]([O:7]C)=O.Cl.[F:15][CH:16]([F:30])[CH2:17][O:18][C:19]1[N:24]=[C:23]([O:25][CH3:26])[C:22]([CH:27]([NH2:29])[CH3:28])=[CH:21][CH:20]=1, predict the reaction product. The product is: [Cl:13][C:12]1[C:3]2[CH2:2][N:29]([CH:27]([C:22]3[C:23]([O:25][CH3:26])=[N:24][C:19]([O:18][CH2:17][CH:16]([F:15])[F:30])=[CH:20][CH:21]=3)[CH3:28])[C:5](=[O:7])[C:4]=2[CH:9]=[CH:10][N:11]=1. (4) Given the reactants [C:1]([O:5][C:6]([N:8]1[CH2:12][CH2:11][CH2:10][CH:9]1[CH2:13][O:14][C:15]1[CH:20]=[CH:19][C:18](I)=[CH:17][C:16]=1[CH3:22])=[O:7])([CH3:4])([CH3:3])[CH3:2].CCN(CC)CC, predict the reaction product. The product is: [CH3:1][O:5][C:6](=[O:7])[C:18]1[CH:19]=[CH:20][C:15]([O:14][CH2:13][CH:9]2[CH2:10][CH2:11][CH2:12][N:8]2[C:6]([O:5][C:1]([CH3:4])([CH3:3])[CH3:2])=[O:7])=[C:16]([CH3:22])[CH:17]=1. (5) The product is: [OH:16][C:17]1[CH:22]=[CH:21][C:20]([C:2]2[CH:15]=[CH:14][C:5]3[C:6]([C:9]([O:11][CH2:12][CH3:13])=[O:10])=[N:7][O:8][C:4]=3[CH:3]=2)=[CH:19][CH:18]=1. Given the reactants Br[C:2]1[CH:15]=[CH:14][C:5]2[C:6]([C:9]([O:11][CH2:12][CH3:13])=[O:10])=[N:7][O:8][C:4]=2[CH:3]=1.[OH:16][C:17]1[CH:22]=[CH:21][C:20](B(O)O)=[CH:19][CH:18]=1.C(=O)([O-])[O-].[Na+].[Na+].C(OCC)(=O)C, predict the reaction product. (6) The product is: [CH3:9][O:8][C:7]1[CH:6]=[CH:5][C:4]([C@H:10]([NH:12][S:13]([C:15]([CH3:18])([CH3:17])[CH3:16])=[O:14])[CH3:11])=[CH:3][C:2]=1[B:19]1[O:23][C:22]([CH3:25])([CH3:24])[C:21]([CH3:27])([CH3:26])[O:20]1. Given the reactants Br[C:2]1[CH:3]=[C:4]([C@H:10]([NH:12][S:13]([C:15]([CH3:18])([CH3:17])[CH3:16])=[O:14])[CH3:11])[CH:5]=[CH:6][C:7]=1[O:8][CH3:9].[B:19]1([B:19]2[O:23][C:22]([CH3:25])([CH3:24])[C:21]([CH3:27])([CH3:26])[O:20]2)[O:23][C:22]([CH3:25])([CH3:24])[C:21]([CH3:27])([CH3:26])[O:20]1.C([O-])(=O)C.[K+], predict the reaction product. (7) The product is: [CH3:60][O:62][C:34]1[CH:35]=[CH:36][C:31]([P:37](=[O:68])([C:54]2[CH:59]=[CH:58][CH:57]=[CH:56][CH:55]=2)[C:26]2[C:27]3=[C:30]4[C:19]([C:18]5[C:29]6[C:14](=[CH:13][CH:12]=[CH:11][C:28]3=6)[CH:15]=[CH:16][CH:17]=5)=[CH:20][CH:21]=[CH:22][C:23]4=[CH:24][CH:25]=2)=[CH:32][CH:33]=1. Given the reactants C(N(C(C)C)CC)(C)C.[Br-].[CH:11]1[C:28]2=[C:29]3[C:18]([C:19]4[C:30]5[C:23](=[CH:24][CH:25]=[CH:26][C:27]2=5)[CH:22]=[CH:21][CH:20]=4)=[CH:17][CH:16]=[CH:15][C:14]3=[CH:13][CH:12]=1.[C:31]1([P:37]([C:54]2[CH:59]=[CH:58][CH:57]=[CH:56][CH:55]=2)CCC[P:37]([C:31]2[CH:32]=[CH:33][CH:34]=[CH:35][CH:36]=2)[C:54]2[CH:55]=[CH:56][CH:57]=[CH:58][CH:59]=2)[CH:36]=[CH:35][CH:34]=[CH:33][CH:32]=1.[C:60](OCC)(=[O:62])C.CS(C)=[O:68], predict the reaction product.